Dataset: Reaction yield outcomes from USPTO patents with 853,638 reactions. Task: Predict the reaction yield, written as a fraction of the theoretical maximum amount of product (1.0 means a 100% yield; for example, 0.34 means a 34% yield). (1) The reactants are [Cl:1][C:2]1[C:3]([CH2:8][NH:9][C:10]([C@H:12]2[CH2:17][N:16]3[C:18](=[O:21])[O:19][CH2:20][C@@H:15]3[CH2:14][CH2:13]2)=O)=[N:4][CH:5]=[CH:6][N:7]=1.O=P(Cl)(Cl)Cl.C([O-])(O)=O.[Na+]. The catalyst is CC#N. The product is [Cl:1][C:2]1[C:3]2[N:4]([C:10]([C@@H:12]3[CH2:17][N:16]4[C:18](=[O:21])[O:19][CH2:20][C@H:15]4[CH2:14][CH2:13]3)=[N:9][CH:8]=2)[CH:5]=[CH:6][N:7]=1. The yield is 0.880. (2) The reactants are [F:1][C:2]1[CH:3]=[C:4]([N:9]2[C:14](=[O:15])[C:13]([CH2:16][C:17]3[CH:22]=[CH:21][C:20]([C:23]4[C:24]([C:29]#[N:30])=[CH:25][CH:26]=[CH:27][CH:28]=4)=[CH:19][CH:18]=3)=[C:12]([CH2:31][CH2:32][CH3:33])[N:11]=[C:10]2[CH3:34])[CH:5]=[CH:6][C:7]=1[OH:8].Br[CH:36]1[CH2:39][CH2:38][CH2:37]1.C(=O)([O-])[O-].[Cs+].[Cs+].C(OCC)(=O)C. The catalyst is CN(C)C=O.O. The product is [CH:36]1([O:8][C:7]2[CH:6]=[CH:5][C:4]([N:9]3[C:14](=[O:15])[C:13]([CH2:16][C:17]4[CH:22]=[CH:21][C:20]([C:23]5[C:24]([C:29]#[N:30])=[CH:25][CH:26]=[CH:27][CH:28]=5)=[CH:19][CH:18]=4)=[C:12]([CH2:31][CH2:32][CH3:33])[N:11]=[C:10]3[CH3:34])=[CH:3][C:2]=2[F:1])[CH2:39][CH2:38][CH2:37]1. The yield is 0.860. (3) The reactants are [OH:1][C:2]1[CH:7]=[CH:6][C:5]([CH2:8][CH2:9][C:10]#[N:11])=[CH:4][CH:3]=1.C(=O)([O-])[O-].[K+].[K+].Br[CH:19]([CH3:22])[C:20]#[N:21]. The catalyst is CC(C)=O. The product is [C:10]([CH2:9][CH2:8][C:5]1[CH:4]=[CH:3][C:2]([O:1][CH:19]([CH3:22])[C:20]#[N:21])=[CH:7][CH:6]=1)#[N:11]. The yield is 0.670. (4) The reactants are [F:1][C:2]1[CH:10]=[CH:9][CH:8]=[CH:7][C:3]=1[C:4]([OH:6])=O.[N:20]1(C(N2[CH:22]=[CH:21][N:20]=[CH:19]2)=O)[CH:21]=[CH:22]N=[CH:19]1.N1CC=C([C:29]2[C:50]([C:51]([F:54])([F:53])[F:52])=[CH:49][CH:48]=[CH:47][C:30]=2[C:31]([NH:33][C:34]([NH:36][C:37]([O:39][CH2:40][C:41]2[CH:46]=[CH:45][CH:44]=[CH:43][CH:42]=2)=[O:38])=[NH:35])=[O:32])CC1.[CH:55](N(CC)C(C)C)(C)[CH3:56]. The catalyst is CN(C)C=O.C(OCC)(=O)C. The product is [F:1][C:2]1[CH:10]=[CH:9][CH:8]=[CH:7][C:3]=1[C:4]([N:20]1[CH2:19][CH2:56][CH:55]([C:49]2[CH:48]=[CH:47][C:30]([C:31]([NH:33][C:34]([NH:36][C:37]([O:39][CH2:40][C:41]3[CH:42]=[CH:43][CH:44]=[CH:45][CH:46]=3)=[O:38])=[NH:35])=[O:32])=[CH:29][C:50]=2[C:51]([F:54])([F:53])[F:52])[CH2:22][CH2:21]1)=[O:6]. The yield is 0.750. (5) The reactants are [CH3:1][O:2][CH2:3][CH2:4][CH2:5][O:6][C:7]1[CH:12]=[CH:11][N:10]=[C:9]([CH2:13][S:14][C:15]2[NH:19][C:18]3[CH:20]=[CH:21][CH:22]=[CH:23][C:17]=3[N:16]=2)[C:8]=1[CH3:24].[OH-:25].[Na+].O. The catalyst is ClCCl. The product is [CH3:1][O:2][CH2:3][CH2:4][CH2:5][O:6][C:7]1[CH:12]=[CH:11][N:10]=[C:9]([CH2:13][S:14]([C:15]2[NH:16][C:17]3[CH:23]=[CH:22][CH:21]=[CH:20][C:18]=3[N:19]=2)=[O:25])[C:8]=1[CH3:24]. The yield is 0.315. (6) The reactants are [CH3:1][C:2]1[CH:31]=[CH:30][C:5]([C:6]([NH:8][C:9]2[C:22]3[C:21](=[O:23])[C:20]4[C:15](=[CH:16][CH:17]=[CH:18][CH:19]=4)[C:14](=[O:24])[C:13]=3[CH:12]=[CH:11][C:10]=2[NH:25][C:26](=[O:29])[CH2:27]Cl)=[O:7])=[CH:4][CH:3]=1.CCN(C(C)C)C(C)C.[NH:41]1[CH2:46][CH2:45][O:44][CH2:43][CH2:42]1.C(OCC)(=O)C. The catalyst is O1CCCC1.CCO.CCCCCC. The product is [CH3:1][C:2]1[CH:31]=[CH:30][C:5]([C:6]([NH:8][C:9]2[C:22]3[C:21](=[O:23])[C:20]4[C:15](=[CH:16][CH:17]=[CH:18][CH:19]=4)[C:14](=[O:24])[C:13]=3[CH:12]=[CH:11][C:10]=2[NH:25][C:26](=[O:29])[CH2:27][N:41]2[CH2:46][CH2:45][O:44][CH2:43][CH2:42]2)=[O:7])=[CH:4][CH:3]=1. The yield is 0.470. (7) The reactants are [CH3:1][O:2][C:3]1[CH:8]=[CH:7][C:6]([C:9]2[CH:14]=[CH:13][CH:12]=[CH:11][CH:10]=2)=[CH:5][C:4]=1[NH:15][C:16]([C:18]1[NH:19][CH:20]=[CH:21][N:22]=1)=O.COC1C=CC(P2(SP(C3C=CC(OC)=CC=3)(=S)S2)=[S:32])=CC=1.O. The catalyst is C1(C)C=CC=CC=1. The product is [CH3:1][O:2][C:3]1[CH:8]=[CH:7][C:6]([C:9]2[CH:14]=[CH:13][CH:12]=[CH:11][CH:10]=2)=[CH:5][C:4]=1[NH:15][C:16]([C:18]1[NH:19][CH:20]=[CH:21][N:22]=1)=[S:32]. The yield is 0.730. (8) The reactants are [CH3:1][O:2][C:3](=[O:31])[C@@H:4]([NH:13][C:14]([C:16]1[CH:17]=[C:18]([C:23]2[CH:28]=[CH:27][C:26]([F:29])=[C:25]([Cl:30])[CH:24]=2)[CH:19]=[CH:20][C:21]=1[OH:22])=[O:15])[CH2:5][C:6]1[CH:11]=[CH:10][C:9](Br)=[CH:8][CH:7]=1.[F:32][C:33]([F:44])([F:43])[C:34]1[CH:35]=[C:36](B(O)O)[CH:37]=[CH:38][CH:39]=1.C([O-])([O-])=O.[Na+].[Na+]. The catalyst is COCCOC.C1C=CC([P]([Pd]([P](C2C=CC=CC=2)(C2C=CC=CC=2)C2C=CC=CC=2)([P](C2C=CC=CC=2)(C2C=CC=CC=2)C2C=CC=CC=2)[P](C2C=CC=CC=2)(C2C=CC=CC=2)C2C=CC=CC=2)(C2C=CC=CC=2)C2C=CC=CC=2)=CC=1. The product is [CH3:1][O:2][C:3](=[O:31])[C@@H:4]([NH:13][C:14]([C:16]1[CH:17]=[C:18]([C:23]2[CH:28]=[CH:27][C:26]([F:29])=[C:25]([Cl:30])[CH:24]=2)[CH:19]=[CH:20][C:21]=1[OH:22])=[O:15])[CH2:5][C:6]1[CH:11]=[CH:10][C:9]([C:38]2[CH:37]=[CH:36][CH:35]=[C:34]([C:33]([F:44])([F:43])[F:32])[CH:39]=2)=[CH:8][CH:7]=1. The yield is 0.500.